This data is from Catalyst prediction with 721,799 reactions and 888 catalyst types from USPTO. The task is: Predict which catalyst facilitates the given reaction. (1) The catalyst class is: 6. Reactant: Br[CH2:2][C:3]1[C:8]([Br:9])=[CH:7][CH:6]=[CH:5][C:4]=1[N:10]1[C:14](=[O:15])[N:13]([CH3:16])[N:12]=[N:11]1.[CH3:17][O:18][C:19]1[CH:24]=[CH:23][C:22]([N:25]2[CH:29]=[CH:28][C:27]([OH:30])=[N:26]2)=[CH:21][CH:20]=1.C(=O)([O-])[O-].[K+].[K+].C(#N)C. Product: [CH3:17][O:18][C:19]1[CH:20]=[CH:21][C:22]([N:25]2[CH:29]=[CH:28][C:27]([O:30][CH2:2][C:3]3[C:8]([Br:9])=[CH:7][CH:6]=[CH:5][C:4]=3[N:10]3[C:14](=[O:15])[N:13]([CH3:16])[N:12]=[N:11]3)=[N:26]2)=[CH:23][CH:24]=1. (2) The catalyst class is: 2. Reactant: Cl[C:2]([O:4][CH:5]([Cl:7])[CH3:6])=[O:3].[CH3:8][O:9][CH2:10][CH2:11][O:12][CH2:13][CH2:14][O:15][CH2:16][CH2:17][O:18][CH2:19][CH2:20][O:21][CH2:22][CH2:23][O:24][CH2:25][CH2:26][O:27][CH2:28][CH2:29][O:30][CH2:31][CH2:32][OH:33].N1C=CC=CC=1. Product: [C:2](=[O:3])([O:33][CH2:32][CH2:31][O:30][CH2:29][CH2:28][O:27][CH2:26][CH2:25][O:24][CH2:23][CH2:22][O:21][CH2:20][CH2:19][O:18][CH2:17][CH2:16][O:15][CH2:14][CH2:13][O:12][CH2:11][CH2:10][O:9][CH3:8])[O:4][CH:5]([Cl:7])[CH3:6]. (3) Reactant: [O:1]1[C:5]2[CH:6]=[CH:7][C:8]([CH:10]3[C:18]4[C:13](=[CH:14][CH:15]=[CH:16][CH:17]=4)[N:12]([CH2:19][CH2:20][CH2:21][CH2:22][CH3:23])[C:11]3=[O:24])=[CH:9][C:4]=2[O:3][CH2:2]1.I[CH3:26].[H-].[Na+]. Product: [O:1]1[C:5]2[CH:6]=[CH:7][C:8]([C:10]3([CH3:26])[C:18]4[C:13](=[CH:14][CH:15]=[CH:16][CH:17]=4)[N:12]([CH2:19][CH2:20][CH2:21][CH2:22][CH3:23])[C:11]3=[O:24])=[CH:9][C:4]=2[O:3][CH2:2]1. The catalyst class is: 1. (4) Reactant: C(OC([N:8]1[C:16]2[CH:15]=[CH:14][N:13]=[CH:12][C:11]=2[CH:10]=[C:9]1[CH2:17][N:18]1[CH2:23][CH2:22][N:21]([CH2:24][C:25]2[CH:30]=[CH:29][C:28]([C:31]3[S:32][C:33]([Cl:36])=[CH:34][CH:35]=3)=[CH:27][CH:26]=2)[CH2:20][C:19]1=[O:37])=O)(C)(C)C. Product: [Cl:36][C:33]1[S:32][C:31]([C:28]2[CH:27]=[CH:26][C:25]([CH2:24][N:21]3[CH2:22][CH2:23][N:18]([CH2:17][C:9]4[NH:8][C:16]5[CH:15]=[CH:14][N:13]=[CH:12][C:11]=5[CH:10]=4)[C:19](=[O:37])[CH2:20]3)=[CH:30][CH:29]=2)=[CH:35][CH:34]=1. The catalyst class is: 137. (5) Reactant: [C:1]([C:5]1[CH:9]=[C:8]([CH2:10][NH2:11])[N:7]([C:12]2[CH:17]=[CH:16][CH:15]=[C:14]([Cl:18])[CH:13]=2)[N:6]=1)([CH3:4])([CH3:3])[CH3:2].C(N(CC)CC)C.[CH3:26][O:27][CH2:28][CH2:29][O:30][C:31]1[N:36]=[CH:35][C:34]([NH:37][C:38](=O)[O:39]C2C=CC=CC=2)=[CH:33][CH:32]=1. Product: [C:1]([C:5]1[CH:9]=[C:8]([CH2:10][NH:11][C:38]([NH:37][C:34]2[CH:35]=[N:36][C:31]([O:30][CH2:29][CH2:28][O:27][CH3:26])=[CH:32][CH:33]=2)=[O:39])[N:7]([C:12]2[CH:17]=[CH:16][CH:15]=[C:14]([Cl:18])[CH:13]=2)[N:6]=1)([CH3:4])([CH3:2])[CH3:3]. The catalyst class is: 10. (6) The catalyst class is: 4. Product: [I:12][C:11]1[C:4]2[C:3]([O:2][CH3:1])=[N:8][CH:7]=[N:6][C:5]=2[NH:9][CH:10]=1. Reactant: [CH3:1][O:2][C:3]1[C:4]2[CH:11]=[CH:10][NH:9][C:5]=2[N:6]=[CH:7][N:8]=1.[I:12]N1C(=O)CCC1=O.O. (7) Reactant: Br[C:2]1[CH:7]=[CH:6][C:5]([CH2:8][OH:9])=[CH:4][CH:3]=1.[O:10]1[CH:15]=[CH:14][CH2:13][CH2:12][CH2:11]1.S(C1C=CC(C)=CC=1)([O-])(=O)=O.[NH+]1C=CC=CC=1.C(=O)([O-])O.[Na+]. Product: [CH2:8]([O:9][CH:11]1[CH2:12][CH2:13][CH2:14][CH2:15][O:10]1)[C:5]1[CH:6]=[CH:7][CH:2]=[CH:3][CH:4]=1. The catalyst class is: 4. (8) Reactant: I[C:2]1[CH:7]=[CH:6][N:5]=[CH:4][C:3]=1[NH:8][CH2:9][CH2:10][S:11]([CH3:14])(=[O:13])=[O:12].[F:15][C:16]1[C:21]([F:22])=[CH:20][C:19](B(O)O)=[C:18]([O:26][CH3:27])[CH:17]=1. Product: [F:15][C:16]1[C:21]([F:22])=[CH:20][C:19]([C:2]2[CH:7]=[CH:6][N:5]=[CH:4][C:3]=2[NH:8][CH2:9][CH2:10][S:11]([CH3:14])(=[O:13])=[O:12])=[C:18]([O:26][CH3:27])[CH:17]=1. The catalyst class is: 61.